The task is: Predict the reaction yield, written as a fraction of the theoretical maximum amount of product (1.0 means a 100% yield; for example, 0.34 means a 34% yield).. This data is from Reaction yield outcomes from USPTO patents with 853,638 reactions. (1) The yield is 0.680. The product is [CH3:2][O:3][C:4](=[O:11])[C@@H:5]([NH:6][CH2:27][C:26]([O:29][C:30]1[CH:31]=[CH:32][C:33]([O:36][CH3:37])=[CH:34][CH:35]=1)=[CH:25][C:24]([O:23][CH2:21][CH3:22])=[O:38])[CH2:7][CH:8]([CH3:10])[CH3:9]. The catalyst is C(#N)C. The reactants are Cl.[CH3:2][O:3][C:4](=[O:11])[C@H:5]([CH2:7][CH:8]([CH3:10])[CH3:9])[NH2:6].C(N(CC)C(C)C)(C)C.[CH2:21]([O:23][C:24](=[O:38])[CH:25]=[C:26]([O:29][C:30]1[CH:35]=[CH:34][C:33]([O:36][CH3:37])=[CH:32][CH:31]=1)[CH2:27]Br)[CH3:22]. (2) The catalyst is C(OCC)(=O)C. The product is [ClH:38].[NH2:30][CH2:29][C:7]1[N:8]([CH2:25][CH:26]([CH3:27])[CH3:28])[C:9](=[O:24])[C:10]2[C:15]([C:6]=1[O:5][CH2:1][CH2:2][CH2:3][CH3:4])=[CH:14][C:13]([C:16]1[S:17][C:18]([C:22]#[N:23])=[C:19]([CH3:21])[N:20]=1)=[CH:12][CH:11]=2. The yield is 0.944. The reactants are [CH2:1]([O:5][C:6]1[C:15]2[C:10](=[CH:11][CH:12]=[C:13]([C:16]3[S:17][C:18]([C:22]#[N:23])=[C:19]([CH3:21])[N:20]=3)[CH:14]=2)[C:9](=[O:24])[N:8]([CH2:25][CH:26]([CH3:28])[CH3:27])[C:7]=1[CH2:29][NH:30]C(=O)OC(C)(C)C)[CH2:2][CH2:3][CH3:4].[ClH:38].